This data is from Reaction yield outcomes from USPTO patents with 853,638 reactions. The task is: Predict the reaction yield, written as a fraction of the theoretical maximum amount of product (1.0 means a 100% yield; for example, 0.34 means a 34% yield). (1) The reactants are [CH2:1]([P:12](=[O:21])([O:17][CH2:18][CH:19]=[CH2:20])[O:13][CH2:14][CH:15]=[CH2:16])[P:2](=[O:11])([O:7][CH2:8][CH:9]=[CH2:10])[O:3][CH2:4][CH:5]=[CH2:6].[H-].[Na+].[N+:24]([C:27]1[CH:34]=[CH:33][C:30]([CH2:31]Br)=[CH:29][CH:28]=1)([O-:26])=[O:25].[NH4+].[Cl-]. The catalyst is CN(C=O)C.C1COCC1.O. The product is [N+:24]([C:27]1[CH:34]=[CH:33][C:30]([CH2:31][CH:1]([P:2](=[O:11])([O:7][CH2:8][CH:9]=[CH2:10])[O:3][CH2:4][CH:5]=[CH2:6])[P:12](=[O:21])([O:13][CH2:14][CH:15]=[CH2:16])[O:17][CH2:18][CH:19]=[CH2:20])=[CH:29][CH:28]=1)([O-:26])=[O:25]. The yield is 0.390. (2) The reactants are [C:1](OC(=O)C)(=[O:3])[CH3:2].[NH2:8][C:9]1[C:10]([N:16]([CH2:21][C:22]2[CH:27]=[CH:26][CH:25]=[CH:24][CH:23]=2)[CH2:17][C@H:18]([OH:20])[CH3:19])=[N:11][C:12]([Br:15])=[CH:13][CH:14]=1.N1C=CC=CC=1. The catalyst is ClCCl. The product is [CH2:21]([N:16]([CH2:17][C@H:18]([OH:20])[CH3:19])[C:10]1[C:9]([NH:8][C:1](=[O:3])[CH3:2])=[CH:14][CH:13]=[C:12]([Br:15])[N:11]=1)[C:22]1[CH:23]=[CH:24][CH:25]=[CH:26][CH:27]=1. The yield is 0.560.